Dataset: Reaction yield outcomes from USPTO patents with 853,638 reactions. Task: Predict the reaction yield, written as a fraction of the theoretical maximum amount of product (1.0 means a 100% yield; for example, 0.34 means a 34% yield). (1) The reactants are [NH2:1][C:2]1[C:7]2[O:8][CH2:9][O:10][C:6]=2[C:5]([C:11]([OH:13])=O)=[CH:4][C:3]=1[Cl:14].C([N:17]1[CH:21]=[CH:20][N:19]=[CH:18]1)([N:17]1[CH:21]=[CH:20][N:19]=[CH:18]1)=O. The catalyst is C(#N)C. The product is [NH2:1][C:2]1[C:7]2[O:8][CH2:9][O:10][C:6]=2[C:5]([C:11]([N:17]2[CH:21]=[CH:20][N:19]=[CH:18]2)=[O:13])=[CH:4][C:3]=1[Cl:14]. The yield is 0.750. (2) No catalyst specified. The reactants are Cl.Cl.[Cl:3][C:4]1[C:12]2[NH:11][N:10]=[CH:9][C:8]=2[C:7]2[CH2:13][N:14]([CH2:23][C:24]3[CH:29]=[CH:28][N:27]=[CH:26][CH:25]=3)[C:15](=[O:22])[C@H:16]([CH2:18][C:19]([OH:21])=O)[CH2:17][C:6]=2[CH:5]=1.C(O)(=O)C.[F:34][C:35]1[CH:36]=[CH:37][CH:38]=[C:39]2[C:44]=1[NH:43][C:42](=[O:45])[C:41]([CH:46]1[CH2:51][CH2:50][NH:49][CH2:48][CH2:47]1)=[CH:40]2.ClC1C2NN=CC=2C2CN(CC(C)(C)C)C(=O)[C@H](CC(=O)N3CCC(N4CC5C(=CC=CC=5)NC4=O)CC3)CC=2C=1. The yield is 0.130. The product is [Cl:3][C:4]1[C:12]2[NH:11][N:10]=[CH:9][C:8]=2[C:7]2[CH2:13][N:14]([CH2:23][C:24]3[CH:25]=[CH:26][N:27]=[CH:28][CH:29]=3)[C:15](=[O:22])[C@H:16]([CH2:18][C:19]([N:49]3[CH2:50][CH2:51][CH:46]([C:41]4[C:42](=[O:45])[NH:43][C:44]5[C:39]([CH:40]=4)=[CH:38][CH:37]=[CH:36][C:35]=5[F:34])[CH2:47][CH2:48]3)=[O:21])[CH2:17][C:6]=2[CH:5]=1. (3) The reactants are [C:1]([O:5][C:6]([N:8]1[CH2:13][CH2:12][CH:11]([CH2:14][CH2:15][O:16][C:17]2[CH:22]=[CH:21][C:20]([N+:23]([O-])=O)=[C:19]([N+:26]([O-])=O)[CH:18]=2)[CH2:10][CH2:9]1)=[O:7])([CH3:4])([CH3:3])[CH3:2]. The catalyst is CN(C=O)C.CO.[Pd]. The product is [C:1]([O:5][C:6]([N:8]1[CH2:13][CH2:12][CH:11]([CH2:14][CH2:15][O:16][C:17]2[CH:22]=[CH:21][C:20]([NH2:23])=[C:19]([NH2:26])[CH:18]=2)[CH2:10][CH2:9]1)=[O:7])([CH3:4])([CH3:2])[CH3:3]. The yield is 1.00. (4) The reactants are [S:1]1[C:5]2[CH:6]=[CH:7][CH:8]=[CH:9][C:4]=2[N:3]=[C:2]1[N:10]1[C:14](=[O:15])[C:13](=[CH:16][N:17](C)C)[C:12]([C:20]2[S:21][CH:22]=[CH:23][CH:24]=2)=[N:11]1. The catalyst is CCO.N. The product is [NH2:17][CH:16]=[C:13]1[C:12]([C:20]2[S:21][CH:22]=[CH:23][CH:24]=2)=[N:11][N:10]([C:2]2[S:1][C:5]3[CH:6]=[CH:7][CH:8]=[CH:9][C:4]=3[N:3]=2)[C:14]1=[O:15]. The yield is 0.780. (5) The reactants are [H-].[Na+].[O:3]1[C:7]2[CH:8]=[CH:9][C:10]([C:12]3([C:15]([NH:17][C:18]4[CH:19]=[CH:20][C:21]([CH3:35])=[C:22]([C:24]5[CH:29]=[CH:28][C:27]([C:30]([N:32]([CH3:34])[CH3:33])=[O:31])=[CH:26][CH:25]=5)[CH:23]=4)=[O:16])[CH2:14][CH2:13]3)=[CH:11][C:6]=2[O:5][CH2:4]1.IC. The catalyst is O1CCCC1.CN(C)C=O. The product is [O:3]1[C:7]2[CH:8]=[CH:9][C:10]([C:12]3([C:15]([NH:17][C:18]4[CH:19]=[CH:20][C:21]([CH2:35][O:3][CH:7]([CH3:8])[CH3:6])=[C:22]([C:24]5[CH:25]=[CH:26][C:27]([C:30]([N:32]([CH3:34])[CH3:33])=[O:31])=[CH:28][CH:29]=5)[CH:23]=4)=[O:16])[CH2:14][CH2:13]3)=[CH:11][C:6]=2[O:5][CH2:4]1. The yield is 0.420. (6) The reactants are [N+:1]([C:4]1[CH:5]=[CH:6][C:7]([C:10]2[CH2:11][C:12]([CH3:19])([CH3:18])S[C:14]([CH3:17])([CH3:16])[CH:15]=2)=[N:8][CH:9]=1)([O-:3])=[O:2].O[O:21][S:22]([O-:24])=O.[K+]. The catalyst is CO.O. The product is [N+:1]([C:4]1[CH:5]=[CH:6][C:7]([C:10]2[CH2:11][C:12]([CH3:19])([CH3:18])[S:22](=[O:24])(=[O:21])[C:14]([CH3:17])([CH3:16])[CH:15]=2)=[N:8][CH:9]=1)([O-:3])=[O:2]. The yield is 0.960.